Task: Predict the reactants needed to synthesize the given product.. Dataset: Full USPTO retrosynthesis dataset with 1.9M reactions from patents (1976-2016) (1) Given the product [Cl:9][C:10]1[C:16]([O:8][C:5]2[CH:6]=[CH:7][C:2]([F:1])=[CH:3][CH:4]=2)=[CH:15][C:13]([NH2:14])=[C:12]([N+:18]([O-:20])=[O:19])[CH:11]=1, predict the reactants needed to synthesize it. The reactants are: [F:1][C:2]1[CH:7]=[CH:6][C:5]([OH:8])=[CH:4][CH:3]=1.[Cl:9][C:10]1[C:16](Cl)=[CH:15][C:13]([NH2:14])=[C:12]([N+:18]([O-:20])=[O:19])[CH:11]=1.C(=O)([O-])[O-].[K+].[K+]. (2) Given the product [CH3:33][C:30]([C:27]1[CH:26]=[CH:25][C:24]([CH2:23][N:22]2[C:3](=[O:4])[CH2:2][C:1](=[O:6])[N:19]([CH2:23][C:24]3[CH:25]=[CH:26][C:27]([C:30]([CH3:31])([CH3:32])[CH3:33])=[CH:28][CH:29]=3)[C:20]2=[O:21])=[CH:29][CH:28]=1)([CH3:31])[CH3:32], predict the reactants needed to synthesize it. The reactants are: [C:1](Cl)(=[O:6])[CH2:2][C:3](Cl)=[O:4].CC(C1C=CC(C[N:19]([CH2:23][C:24]2[CH:29]=[CH:28][C:27]([C:30]([CH3:33])([CH3:32])[CH3:31])=[CH:26][CH:25]=2)[C:20]([NH2:22])=[O:21])=CC=1)(C)C. (3) Given the product [NH2:7][C@@H:5]1[CH2:6][CH2:1][CH2:2][CH2:3][C@H:4]1[NH:8][CH:24]1[CH2:29][CH2:28][N:27]([C:30]([O:32][C:33]([CH3:36])([CH3:35])[CH3:34])=[O:31])[CH2:26][CH2:25]1, predict the reactants needed to synthesize it. The reactants are: [CH2:1]1[CH2:6][C@@H:5]([NH2:7])[C@H:4]([NH2:8])[CH2:3][CH2:2]1.C(O[BH-](OC(=O)C)OC(=O)C)(=O)C.[Na+].O=[C:24]1[CH2:29][CH2:28][N:27]([C:30]([O:32][C:33]([CH3:36])([CH3:35])[CH3:34])=[O:31])[CH2:26][CH2:25]1.C(=O)(O)[O-].[Na+]. (4) The reactants are: C(OC(=O)[NH:10][C@@H:11]([CH3:31])[CH2:12][O:13][Si:14]([C:27]([CH3:30])([CH3:29])[CH3:28])([C:21]1[CH:26]=[CH:25][CH:24]=[CH:23][CH:22]=1)[C:15]1[CH:20]=[CH:19][CH:18]=[CH:17][CH:16]=1)C1C=CC=CC=1. Given the product [Si:14]([O:13][CH2:12][C@@H:11]([NH2:10])[CH3:31])([C:27]([CH3:29])([CH3:30])[CH3:28])([C:21]1[CH:22]=[CH:23][CH:24]=[CH:25][CH:26]=1)[C:15]1[CH:16]=[CH:17][CH:18]=[CH:19][CH:20]=1, predict the reactants needed to synthesize it. (5) Given the product [C:5]([C:14]1[C:13]2[C:18](=[CH:19][CH:20]=[C:11]([CH2:9][CH3:10])[CH:12]=2)[CH:17]=[CH:16][CH:15]=1)(=[O:7])[CH3:6], predict the reactants needed to synthesize it. The reactants are: [Al+3].[Cl-].[Cl-].[Cl-].[C:5](Cl)(=[O:7])[CH3:6].[CH2:9]([C:11]1[CH:20]=[CH:19][C:18]2[C:13](=[CH:14][CH:15]=[CH:16][CH:17]=2)[CH:12]=1)[CH3:10].Cl.